This data is from Reaction yield outcomes from USPTO patents with 853,638 reactions. The task is: Predict the reaction yield, written as a fraction of the theoretical maximum amount of product (1.0 means a 100% yield; for example, 0.34 means a 34% yield). (1) The reactants are [CH3:1][C:2]([O:9][C:10]1[CH:15]=[CH:14][C:13]([O:16][CH:17]([C:22]2[CH:27]=[CH:26][CH:25]=[C:24]([C:28]3[CH:33]=[CH:32][C:31]([C:34]([F:37])([F:36])[F:35])=[CH:30][CH:29]=3)[N:23]=2)[CH2:18][CH2:19][CH2:20][CH3:21])=[CH:12][C:11]=1[CH3:38])([CH3:8])[C:3]([O:5]CC)=[O:4].O.[OH-].[Na+].Cl. The catalyst is C1COCC1. The product is [NH3:23].[CH3:1][C:2]([O:9][C:10]1[CH:15]=[CH:14][C:13]([O:16][CH:17]([C:22]2[CH:27]=[CH:26][CH:25]=[C:24]([C:28]3[CH:29]=[CH:30][C:31]([C:34]([F:37])([F:36])[F:35])=[CH:32][CH:33]=3)[N:23]=2)[CH2:18][CH2:19][CH2:20][CH3:21])=[CH:12][C:11]=1[CH3:38])([CH3:8])[C:3]([OH:5])=[O:4]. The yield is 0.100. (2) The reactants are C[O:2][C:3]([C:5]1[N:9]=[CH:8][N:7]([C:10]([C:23]2[CH:28]=[CH:27][CH:26]=[CH:25][CH:24]=2)([C:17]2[CH:22]=[CH:21][CH:20]=[CH:19][CH:18]=2)[C:11]2[CH:16]=[CH:15][CH:14]=[CH:13][CH:12]=2)[N:6]=1)=[O:4].[OH-].[Na+].O.Cl. The catalyst is CO. The product is [C:10]([N:7]1[CH:8]=[N:9][C:5]([C:3]([OH:4])=[O:2])=[N:6]1)([C:17]1[CH:22]=[CH:21][CH:20]=[CH:19][CH:18]=1)([C:11]1[CH:16]=[CH:15][CH:14]=[CH:13][CH:12]=1)[C:23]1[CH:28]=[CH:27][CH:26]=[CH:25][CH:24]=1. The yield is 0.670. (3) The reactants are [CH:1]1([NH:6][C:7]2[CH:8]=[C:9]([CH2:23][N:24]3C(=O)C4C(=CC=CC=4)C3=O)[CH:10]=[C:11]3[C:15]=2[NH:14][C:13]([C:16]2[S:17][CH2:18][C@@H:19]([CH2:21][OH:22])[N:20]=2)=[CH:12]3)[CH2:5][CH2:4][CH2:3][CH2:2]1.O.NN. The catalyst is C(O)C. The product is [NH2:24][CH2:23][C:9]1[CH:10]=[C:11]2[C:15](=[C:7]([NH:6][CH:1]3[CH2:5][CH2:4][CH2:3][CH2:2]3)[CH:8]=1)[NH:14][C:13]([C:16]1[S:17][CH2:18][C@@H:19]([CH2:21][OH:22])[N:20]=1)=[CH:12]2. The yield is 0.370. (4) The reactants are [NH2:1][C:2]1[CH:3]=[C:4]([CH:21]=[CH:22][CH:23]=1)[O:5][C:6]1[CH:7]=[CH:8][C:9]2[N:10]([CH:12]=[C:13]([NH:15][C:16]([CH:18]3[CH2:20][CH2:19]3)=[O:17])[N:14]=2)[N:11]=1.[CH3:24][N:25]1[C:29]([C:30](Cl)=[O:31])=[CH:28][C:27]([CH3:33])=[N:26]1.O. The catalyst is CN(C)C(=O)C. The product is [CH:18]1([C:16]([NH:15][C:13]2[N:14]=[C:9]3[CH:8]=[CH:7][C:6]([O:5][C:4]4[CH:3]=[C:2]([NH:1][C:30]([C:29]5[N:25]([CH3:24])[N:26]=[C:27]([CH3:33])[CH:28]=5)=[O:31])[CH:23]=[CH:22][CH:21]=4)=[N:11][N:10]3[CH:12]=2)=[O:17])[CH2:20][CH2:19]1. The yield is 0.250. (5) The reactants are [C:1]([O:5][C:6]([NH:8][C@@H:9]1[C:27](=[O:28])[N:26]2[C@@H:22]([CH2:23][C@@H:24]([O:29][Si:30]([C:33]([CH3:36])([CH3:35])[CH3:34])([CH3:32])[CH3:31])[CH2:25]2)[C:21](=[O:37])[NH:20][C@@:19]2([C:38]([O:40]CC)=[O:39])[C@@H:17]([CH2:18]2)[CH:16]=[CH:15][CH2:14][CH2:13][CH2:12][NH:11][CH2:10]1)=[O:7])([CH3:4])([CH3:3])[CH3:2].O.O.[OH-].[Li+]. The catalyst is C1COCC1.CO. The product is [C:1]([O:5][C:6]([NH:8][C@@H:9]1[C:27](=[O:28])[N:26]2[C@@H:22]([CH2:23][C@@H:24]([O:29][Si:30]([C:33]([CH3:35])([CH3:34])[CH3:36])([CH3:32])[CH3:31])[CH2:25]2)[C:21](=[O:37])[NH:20][C@@:19]2([C:38]([OH:40])=[O:39])[C@@H:17]([CH2:18]2)[CH:16]=[CH:15][CH2:14][CH2:13][CH2:12][NH:11][CH2:10]1)=[O:7])([CH3:2])([CH3:3])[CH3:4]. The yield is 0.610. (6) The reactants are [NH:1]([C:18]([O:20][CH2:21][C:22]1[CH:27]=[CH:26][CH:25]=[CH:24][CH:23]=1)=[O:19])[C@H:2]([C:8]([O:10]CC1C=CC=CC=1)=O)[CH2:3][CH2:4][C:5](=[O:7])[OH:6].[NH2:28][C@H:29]([C:33]([O:35][CH2:36][C:37]1[CH:42]=[CH:41][CH:40]=[CH:39][CH:38]=1)=[O:34])[CH:30]([CH3:32])[CH3:31].Cl.C1C=CC2N(O)N=NC=2C=1.CCN=C=NCCCN(C)C.Cl. The catalyst is C(Cl)Cl.C(N(CC)CC)C. The product is [NH:1]([C:18]([O:20][CH2:21][C:22]1[CH:23]=[CH:24][CH:25]=[CH:26][CH:27]=1)=[O:19])[C@H:2]([C:8]([NH:28][C@H:29]([C:33]([O:35][CH2:36][C:37]1[CH:42]=[CH:41][CH:40]=[CH:39][CH:38]=1)=[O:34])[CH:30]([CH3:32])[CH3:31])=[O:10])[CH2:3][CH2:4][C:5](=[O:7])[OH:6]. The yield is 0.943.